From a dataset of Forward reaction prediction with 1.9M reactions from USPTO patents (1976-2016). Predict the product of the given reaction. (1) Given the reactants [F:1][C:2]1[CH:7]=[CH:6][C:5]([C:8]#[C:9][Si](C(C)C)(C(C)C)C(C)C)=[CH:4][C:3]=1[OH:20].[F-].C([N+](CCCC)(CCCC)CCCC)CCC.CCOCC, predict the reaction product. The product is: [C:8]([C:5]1[CH:6]=[CH:7][C:2]([F:1])=[C:3]([OH:20])[CH:4]=1)#[CH:9]. (2) Given the reactants [Br:1][C:2]1[C:11]([O:12][CH2:13][C:14]#[N:15])=[CH:10][CH:9]=[C:8]2[C:3]=1[CH:4]=[CH:5][C:6]([CH2:16][N:17]([CH3:33])[C:18]([C:20]1[O:21][C:22]3[CH:32]=[CH:31][CH:30]=[CH:29][C:23]=3[C:24]=1[CH2:25][CH2:26][CH2:27][CH3:28])=[O:19])=[CH:7]2.[N-:34]=[N+:35]=[N-:36].[Na+].[Cl-].[NH4+].[OH-].[Na+], predict the reaction product. The product is: [Br:1][C:2]1[C:11]([O:12][CH2:13][C:14]2[NH:36][N:35]=[N:34][N:15]=2)=[CH:10][CH:9]=[C:8]2[C:3]=1[CH:4]=[CH:5][C:6]([CH2:16][N:17]([CH3:33])[C:18]([C:20]1[O:21][C:22]3[CH:32]=[CH:31][CH:30]=[CH:29][C:23]=3[C:24]=1[CH2:25][CH2:26][CH2:27][CH3:28])=[O:19])=[CH:7]2. (3) Given the reactants CS[C:3]1[N:8]=[C:7]([C:9]2[N:13]3[CH2:14][CH2:15][CH2:16][N:12]3[C:11](=[O:17])[C:10]=2[O:18][C:19]2[CH:24]=[CH:23][CH:22]=[CH:21][C:20]=2[CH3:25])[CH:6]=[CH:5][N:4]=1.O[O:27][S:28]([O-:30])=O.[K+].S([O-])(O[O-])(=O)=O.[K+].[K+].[C:40]([O-])(O)=O.[Na+], predict the reaction product. The product is: [CH3:40][S:28]([C:3]1[N:8]=[C:7]([C:9]2[N:13]3[CH2:14][CH2:15][CH2:16][N:12]3[C:11](=[O:17])[C:10]=2[O:18][C:19]2[CH:24]=[CH:23][CH:22]=[CH:21][C:20]=2[CH3:25])[CH:6]=[CH:5][N:4]=1)(=[O:30])=[O:27]. (4) Given the reactants C[O:2][C:3](=O)[C:4]1[CH:9]=[CH:8][CH:7]=[N:6][C:5]=1[O:10][CH3:11].[H-].[Al+3].[Li+].[H-].[H-].[H-].C(C(C(C([O-])=O)O)O)([O-])=O.[Na+].[K+], predict the reaction product. The product is: [CH3:11][O:10][C:5]1[C:4]([CH2:3][OH:2])=[CH:9][CH:8]=[CH:7][N:6]=1. (5) Given the reactants [CH3:1][N:2]1[C:7]([CH3:9])([CH3:8])[CH:6]=[C:5]([C:10]2[CH:15]=[CH:14][C:13]([N+:16]([O-])=O)=[C:12]([O:19][CH:20]([CH3:22])[CH3:21])[CH:11]=2)[CH2:4][C:3]1([CH3:24])[CH3:23].C([O-])=O.[NH4+], predict the reaction product. The product is: [CH3:1][N:2]1[C:7]([CH3:9])([CH3:8])[CH2:6][CH:5]([C:10]2[CH:15]=[CH:14][C:13]([NH2:16])=[C:12]([O:19][CH:20]([CH3:21])[CH3:22])[CH:11]=2)[CH2:4][C:3]1([CH3:23])[CH3:24].